Dataset: Buchwald-Hartwig C-N cross coupling reaction yields with 55,370 reactions. Task: Predict the reaction yield, written as a fraction of the theoretical maximum amount of product (1.0 means a 100% yield; for example, 0.34 means a 34% yield). (1) The reactants are FC(F)(F)c1ccc(Br)cc1.Cc1ccc(N)cc1.O=S(=O)(O[Pd]1c2ccccc2-c2ccccc2N~1)C(F)(F)F.COc1ccc(OC)c(P([C@]23C[C@H]4C[C@H](C[C@H](C4)C2)C3)[C@]23C[C@H]4C[C@H](C[C@H](C4)C2)C3)c1-c1c(C(C)C)cc(C(C)C)cc1C(C)C.CCN=P(N=P(N(C)C)(N(C)C)N(C)C)(N(C)C)N(C)C.CCOC(=O)c1cc(OC)no1. No catalyst specified. The product is Cc1ccc(Nc2ccc(C(F)(F)F)cc2)cc1. The yield is 0.250. (2) The reactants are Brc1ccccn1.Cc1ccc(N)cc1.O=S(=O)(O[Pd]1c2ccccc2-c2ccccc2N~1)C(F)(F)F.CC(C)c1cc(C(C)C)c(-c2ccccc2P(C2CCCCC2)C2CCCCC2)c(C(C)C)c1.CN1CCCN2CCCN=C12.c1ccc(-c2ccon2)cc1. No catalyst specified. The product is Cc1ccc(Nc2ccccn2)cc1. The yield is 0.583. (3) The product is COc1ccc(Nc2ccc(C)cc2)cc1. The reactants are COc1ccc(Br)cc1.Cc1ccc(N)cc1.O=S(=O)(O[Pd]1c2ccccc2-c2ccccc2N~1)C(F)(F)F.COc1ccc(OC)c(P(C(C)(C)C)C(C)(C)C)c1-c1c(C(C)C)cc(C(C)C)cc1C(C)C.CN1CCCN2CCCN=C12.CCOC(=O)c1cnoc1. The yield is 0.154. No catalyst specified.